Dataset: Full USPTO retrosynthesis dataset with 1.9M reactions from patents (1976-2016). Task: Predict the reactants needed to synthesize the given product. The reactants are: C[O:2][C:3]([C:5]1[CH:10]=[N:9][C:8]([N:11]2[CH2:16][CH2:15][CH2:14][CH2:13][CH2:12]2)=[C:7](Br)[N:6]=1)=[O:4].[CH:18]1([CH2:21][OH:22])[CH2:20][CH2:19]1.[H-].[Na+].[OH-].[K+]. Given the product [CH:18]1([CH2:21][O:22][C:7]2[N:6]=[C:5]([C:3]([OH:2])=[O:4])[CH:10]=[N:9][C:8]=2[N:11]2[CH2:16][CH2:15][CH2:14][CH2:13][CH2:12]2)[CH2:20][CH2:19]1, predict the reactants needed to synthesize it.